From a dataset of Reaction yield outcomes from USPTO patents with 853,638 reactions. Predict the reaction yield, written as a fraction of the theoretical maximum amount of product (1.0 means a 100% yield; for example, 0.34 means a 34% yield). (1) The reactants are [CH3:1][C:2]([CH3:22])([CH3:21])[C:3]#[C:4][C:5]1[CH:10]=[C:9]([N+:11]([O-:13])=[O:12])[C:8](F)=[CH:7][C:6]=1[NH:15]C(=O)CCC.[CH3:23][C:24]([O-:27])([CH3:26])[CH3:25].[K+].O. The catalyst is CN(C=O)C. The product is [C:24]([O:27][C:8]1[CH:7]=[C:6]2[C:5]([CH:4]=[C:3]([C:2]([CH3:1])([CH3:21])[CH3:22])[NH:15]2)=[CH:10][C:9]=1[N+:11]([O-:13])=[O:12])([CH3:26])([CH3:25])[CH3:23]. The yield is 0.210. (2) The reactants are [CH2:1]([N:8]1[C:12](=[O:13])[CH2:11][N:10]([CH3:14])[C:9]1=[S:15])[C:2]1[CH:7]=[CH:6][CH:5]=[CH:4][CH:3]=1.C1(C)C=CC(S([O-])(=O)=O)=CC=1.[CH3:27][N+:28]1[C:32]2[CH:33]=[CH:34][CH:35]=[CH:36][C:31]=2[S:30][C:29]=1SC. The catalyst is CC#N. The product is [CH2:1]([N:8]1[C:12](=[O:13])[C:11](=[C:29]2[N:28]([CH3:27])[C:32]3[CH:33]=[CH:34][CH:35]=[CH:36][C:31]=3[S:30]2)[N:10]([CH3:14])[C:9]1=[S:15])[C:2]1[CH:3]=[CH:4][CH:5]=[CH:6][CH:7]=1. The yield is 0.850. (3) The reactants are C(Cl)(Cl)Cl.C(O)(=O)C.[S:9]1[CH:13]=[CH:12][C:11]([CH2:14][C:15]([O:17][CH2:18][CH3:19])=[O:16])=[CH:10]1.C1C(=O)N([Br:27])C(=O)C1. The catalyst is O. The product is [Br:27][C:10]1[S:9][CH:13]=[CH:12][C:11]=1[CH2:14][C:15]([O:17][CH2:18][CH3:19])=[O:16]. The yield is 0.880. (4) The reactants are Br[C:2]1[C:10]2[C:5](=[C:6]([Br:24])[CH:7]=[C:8]([CH2:13][C@@H:14]([CH2:19][C:20]([O:22][CH3:23])=[O:21])[C:15]([O:17][CH3:18])=[O:16])[C:9]=2CO)[NH:4][N:3]=1.O.C1(C)C=CC(S(O)(=O)=O)=CC=1. The catalyst is C1(C)C=CC=CC=1.C(OCC)(=O)C. The product is [Br:24][C:6]1[C:5]2[NH:4][N:3]=[CH:2][C:10]=2[C:9]2[CH2:18][O:17][C:15](=[O:16])[C@H:14]([CH2:19][C:20]([O:22][CH3:23])=[O:21])[CH2:13][C:8]=2[CH:7]=1. The yield is 0.420. (5) The reactants are C([O:4][CH2:5][CH2:6][CH2:7][C:8]1[CH:9]=[C:10]2[C:14](=[CH:15][CH:16]=1)[NH:13][CH:12]=[C:11]2[C:17](=[O:35])[CH:18]([C:28]1[CH:33]=[CH:32][C:31]([F:34])=[CH:30][CH:29]=1)[NH:19][C:20]1[CH:21]=[N:22][CH:23]=[C:24]([O:26][CH3:27])[CH:25]=1)(=O)C.C(=O)([O-])[O-].[K+].[K+]. The catalyst is C1COCC1.CO. The product is [F:34][C:31]1[CH:32]=[CH:33][C:28]([CH:18]([NH:19][C:20]2[CH:21]=[N:22][CH:23]=[C:24]([O:26][CH3:27])[CH:25]=2)[C:17]([C:11]2[C:10]3[C:14](=[CH:15][CH:16]=[C:8]([CH2:7][CH2:6][CH2:5][OH:4])[CH:9]=3)[NH:13][CH:12]=2)=[O:35])=[CH:29][CH:30]=1. The yield is 0.150. (6) The reactants are [OH:1][CH2:2][CH2:3][NH:4][C:5](=[O:14])[O:6][CH2:7][C:8]1[CH:13]=[CH:12][CH:11]=[CH:10][CH:9]=1.O[N:16]1[C:20](=[O:21])[C:19]2=[CH:22][CH:23]=[CH:24][CH:25]=[C:18]2[C:17]1=[O:26].C1(P(C2C=CC=CC=2)C2C=CC=CC=2)C=CC=CC=1.N(C(OCC)=O)=NC(OCC)=O. The catalyst is O1CCCC1.C(OCC)(=O)C. The product is [CH2:7]([O:6][C:5]([NH:4][CH2:3][CH2:2][O:1][N:16]1[C:17](=[O:26])[C:18]2=[CH:25][CH:24]=[CH:23][CH:22]=[C:19]2[C:20]1=[O:21])=[O:14])[C:8]1[CH:9]=[CH:10][CH:11]=[CH:12][CH:13]=1. The yield is 0.910. (7) The yield is 0.370. The reactants are CO[C:3]([C:5]1[CH:6]=[C:7]2[CH:13]=[CH:12][NH:11][C:8]2=[N:9][CH:10]=1)=[O:4].[CH2:14](Br)[C:15]1[CH:20]=[CH:19][CH:18]=[CH:17][CH:16]=1. No catalyst specified. The product is [CH2:14]([N:11]1[C:8]2=[N:9][CH:10]=[C:5]([CH2:3][OH:4])[CH:6]=[C:7]2[CH:13]=[CH:12]1)[C:15]1[CH:20]=[CH:19][CH:18]=[CH:17][CH:16]=1. (8) The reactants are [CH3:1][N:2]1[C:6]2[CH:7]=[CH:8][CH:9]=[CH:10][C:5]=2[CH2:4][S:3]1(=[O:12])=[O:11].[Br:13]N1C(=O)CCC1=O.O. The catalyst is CN(C=O)C. The product is [Br:13][C:9]1[CH:8]=[CH:7][C:6]2[N:2]([CH3:1])[S:3](=[O:11])(=[O:12])[CH2:4][C:5]=2[CH:10]=1. The yield is 0.850.